This data is from Reaction yield outcomes from USPTO patents with 853,638 reactions. The task is: Predict the reaction yield, written as a fraction of the theoretical maximum amount of product (1.0 means a 100% yield; for example, 0.34 means a 34% yield). (1) The reactants are [CH:1]([C:3]1[CH:11]=[C:7]([C:8]([OH:10])=[O:9])[C:6]([OH:12])=[CH:5][CH:4]=1)=[O:2].[CH3:13][C:14]([CH3:19])([CH2:17]O)[CH2:15][OH:16]. The catalyst is C1C=CC=CC=1.CC1C=CC(S(O)(=O)=O)=CC=1. The product is [CH3:13][C:14]1([CH3:19])[CH2:15][O:16][CH:1]([C:3]2[CH:4]=[CH:5][C:6]([OH:12])=[C:7]([CH:11]=2)[C:8]([OH:10])=[O:9])[O:2][CH2:17]1. The yield is 0.970. (2) The reactants are C[O:2][C:3](=[O:46])[CH2:4][CH2:5][NH:6][C@:7]12[CH2:42][CH2:41][C@@H:40]([C:43]([CH3:45])=[CH2:44])[C@@H:8]1[C@@H:9]1[C@@:22]([CH3:25])([CH2:23][CH2:24]2)[C@@:21]2([CH3:26])[C@@H:12]([C@:13]3([CH3:39])[C@@H:18]([CH2:19][CH2:20]2)[C:17]([CH3:28])([CH3:27])[C:16]([C:29]2[CH:38]=[CH:37][C:32]([C:33]([O:35]C)=[O:34])=[CH:31][CH:30]=2)=[CH:15][CH2:14]3)[CH2:11][CH2:10]1.[OH-].[Na+]. The yield is 0.330. The product is [C:3]([CH2:4][CH2:5][NH:6][C@:7]12[CH2:42][CH2:41][C@@H:40]([C:43]([CH3:45])=[CH2:44])[C@@H:8]1[C@@H:9]1[C@@:22]([CH3:25])([CH2:23][CH2:24]2)[C@@:21]2([CH3:26])[C@@H:12]([C@:13]3([CH3:39])[C@@H:18]([CH2:19][CH2:20]2)[C:17]([CH3:28])([CH3:27])[C:16]([C:29]2[CH:30]=[CH:31][C:32]([C:33]([OH:35])=[O:34])=[CH:37][CH:38]=2)=[CH:15][CH2:14]3)[CH2:11][CH2:10]1)([OH:46])=[O:2]. The catalyst is O1CCOCC1. (3) The reactants are C[O:2][C:3]1[CH:12]=[C:11]2[C:6]([CH:7]([C:13]([OH:15])=[O:14])[CH2:8][CH2:9][O:10]2)=[CH:5][CH:4]=1.Br.[C:17](OCC)(=O)C. No catalyst specified. The product is [OH:2][C:3]1[CH:12]=[C:11]2[C:6]([CH:7]([C:13]([O:15][CH3:17])=[O:14])[CH2:8][CH2:9][O:10]2)=[CH:5][CH:4]=1. The yield is 0.439. (4) The reactants are [F:1][C:2]1[CH:7]=[CH:6][C:5]([NH:8][C:9]([C:11]2([C:14]([NH:16][C:17]3[CH:22]=[CH:21][C:20]([O:23][C:24]4[C:33]5[C:28](=[CH:29][C:30]([OH:36])=[C:31]([O:34][CH3:35])[CH:32]=5)[N:27]=[CH:26][N:25]=4)=[C:19]([F:37])[CH:18]=3)=[O:15])[CH2:13][CH2:12]2)=[O:10])=[CH:4][CH:3]=1.[C:38]([O:42][C:43]([N:45]1[CH2:50][CH2:49][CH:48]([CH2:51]OS(C)(=O)=O)[CH2:47][CH2:46]1)=[O:44])([CH3:41])([CH3:40])[CH3:39].C([O-])([O-])=O.[K+].[K+]. The catalyst is CN(C=O)C.CCOC(C)=O. The product is [C:38]([O:42][C:43]([N:45]1[CH2:50][CH2:49][CH:48]([CH2:51][O:36][C:30]2[CH:29]=[C:28]3[C:33]([C:24]([O:23][C:20]4[CH:21]=[CH:22][C:17]([NH:16][C:14]([C:11]5([C:9](=[O:10])[NH:8][C:5]6[CH:4]=[CH:3][C:2]([F:1])=[CH:7][CH:6]=6)[CH2:13][CH2:12]5)=[O:15])=[CH:18][C:19]=4[F:37])=[N:25][CH:26]=[N:27]3)=[CH:32][C:31]=2[O:34][CH3:35])[CH2:47][CH2:46]1)=[O:44])([CH3:41])([CH3:39])[CH3:40]. The yield is 0.600. (5) The product is [ClH:19].[N:1]1[C:10]2[C:5](=[CH:6][C:7]([NH:11][NH2:13])=[CH:8][CH:9]=2)[CH:4]=[CH:3][CH:2]=1. No catalyst specified. The yield is 0.770. The reactants are [N:1]1[C:10]2[C:5](=[CH:6][C:7]([NH2:11])=[CH:8][CH:9]=2)[CH:4]=[CH:3][CH:2]=1.Cl.[N:13]([O-])=O.[Na+].O.O.[Cl:19][Sn]Cl. (6) The reactants are [Br:1][C:2]1[C:13](=[O:14])[N:12]([CH2:15][C:16]2[C:21]([F:22])=[CH:20][CH:19]=[CH:18][C:17]=2[CH:23]2[CH2:25][CH2:24]2)[C:5]2[N:6]=[C:7]([S:10][CH3:11])[N:8]=[CH:9][C:4]=2[CH:3]=1.ClC1C=CC=C(C(OO)=[O:34])C=1. The catalyst is ClCCl. The product is [Br:1][C:2]1[C:13](=[O:14])[N:12]([CH2:15][C:16]2[C:21]([F:22])=[CH:20][CH:19]=[CH:18][C:17]=2[CH:23]2[CH2:25][CH2:24]2)[C:5]2[N:6]=[C:7]([S:10]([CH3:11])=[O:34])[N:8]=[CH:9][C:4]=2[CH:3]=1. The yield is 0.740. (7) The reactants are [OH:1][C:2]1[CH:6]=[C:5]([C:7]([F:10])([F:9])[F:8])[S:4][C:3]=1[CH2:11][N:12]1[C:20]2[C:15](=[CH:16][CH:17]=[CH:18][CH:19]=2)[C:14]2([C:24]3=[CH:25][C:26]4[O:30][CH2:29][O:28][C:27]=4[CH:31]=[C:23]3[O:22][CH2:21]2)[C:13]1=[O:32].[OH-].[Na+].I[CH3:36]. The catalyst is CN(C)C=O. The product is [CH3:36][O:1][C:2]1[CH:6]=[C:5]([C:7]([F:8])([F:9])[F:10])[S:4][C:3]=1[CH2:11][N:12]1[C:20]2[C:15](=[CH:16][CH:17]=[CH:18][CH:19]=2)[C:14]2([C:24]3=[CH:25][C:26]4[O:30][CH2:29][O:28][C:27]=4[CH:31]=[C:23]3[O:22][CH2:21]2)[C:13]1=[O:32]. The yield is 0.810. (8) The catalyst is C(Cl)(Cl)Cl. The product is [Br:1][C:2]1[CH:18]=[CH:17][C:5]2[N:6]=[C:7]([C:9]3[CH:10]=[C:11]([OH:15])[CH:12]=[CH:13][CH:14]=3)[O:8][C:4]=2[CH:3]=1. The reactants are [Br:1][C:2]1[CH:18]=[CH:17][C:5]2[N:6]=[C:7]([C:9]3[CH:14]=[CH:13][CH:12]=[C:11]([O:15]C)[CH:10]=3)[O:8][C:4]=2[CH:3]=1.B(Br)(Br)Br.O. The yield is 0.890. (9) The reactants are [Br:1][C:2]1[CH:7]=[CH:6][C:5]([NH:8][C:9]2[C:10]([C:19](O)=[O:20])=[CH:11][C:12]3[NH:16][CH:15]=[N:14][C:13]=3[C:17]=2[F:18])=[C:4]([Cl:22])[CH:3]=1.C1C=[CH:25][C:26]2N(O)N=N[C:27]=2[CH:28]=1.C(N(CC)CC)C.Cl.C1([N:44](C)[OH:45])CC1.CCN=C=NCCCN(C)C.Cl. The catalyst is CN(C=O)C.C(OCC)(=O)C.O. The product is [CH:26]1([CH2:25][O:45][NH:44][C:19]([C:10]2[C:9]([NH:8][C:5]3[CH:6]=[CH:7][C:2]([Br:1])=[CH:3][C:4]=3[Cl:22])=[C:17]([F:18])[C:13]3[N:14]=[CH:15][NH:16][C:12]=3[CH:11]=2)=[O:20])[CH2:27][CH2:28]1. The yield is 0.890. (10) The reactants are [NH2:1][C:2]1[CH:17]=[CH:16][C:5]([O:6][C:7]2[CH:12]=[CH:11][N:10]=[C:9]([C:13]([NH2:15])=[O:14])[CH:8]=2)=[C:4]([F:18])[CH:3]=1.Cl.N1C2=NC=CC(OC3C=CC(N[C:37]4[N:53]=[CH:52][CH:51]=[CH:50][C:38]=4[C:39]([NH:41][C:42]4[CH:47]=[CH:46][C:45]([F:48])=[CH:44][C:43]=4[F:49])=[O:40])=CC=3F)=C2C=C1. No catalyst specified. The product is [C:13]([C:9]1[CH:8]=[C:7]([O:6][C:5]2[CH:16]=[CH:17][C:2]([NH:1][C:37]3[N:53]=[CH:52][CH:51]=[CH:50][C:38]=3[C:39]([NH:41][C:42]3[CH:47]=[CH:46][C:45]([F:48])=[CH:44][C:43]=3[F:49])=[O:40])=[CH:3][C:4]=2[F:18])[CH:12]=[CH:11][N:10]=1)(=[O:14])[NH2:15]. The yield is 0.370.